This data is from Forward reaction prediction with 1.9M reactions from USPTO patents (1976-2016). The task is: Predict the product of the given reaction. (1) Given the reactants [NH2:1][NH:2][C:3]([C:5]1[CH:10]=[CH:9][CH:8]=[CH:7][N:6]=1)=[NH:4].[F:11][C:12]1[CH:17]=[C:16]([CH:18]=O)[CH:15]=[CH:14][C:13]=1[C:20]1[CH:25]=[CH:24][CH:23]=[CH:22][CH:21]=1, predict the reaction product. The product is: [F:11][C:12]1[CH:17]=[C:16]([C:18]2[NH:1][N:2]=[C:3]([C:5]3[CH:10]=[CH:9][CH:8]=[CH:7][N:6]=3)[N:4]=2)[CH:15]=[CH:14][C:13]=1[C:20]1[CH:21]=[CH:22][CH:23]=[CH:24][CH:25]=1. (2) The product is: [Br:1][C:2]1[C:3]([C@@H:9]([NH:10][S@:11]([C:13]([CH3:16])([CH3:15])[CH3:14])=[O:12])[CH2:21][C:20]2[CH:19]=[C:18]([F:17])[CH:26]=[C:25]([F:27])[CH:24]=2)=[N:4][C:5]([Br:8])=[CH:6][CH:7]=1. Given the reactants [Br:1][C:2]1[C:3](/[CH:9]=[N:10]\[S@:11]([C:13]([CH3:16])([CH3:15])[CH3:14])=[O:12])=[N:4][C:5]([Br:8])=[CH:6][CH:7]=1.[F:17][C:18]1[CH:19]=[C:20]([CH:24]=[C:25]([F:27])[CH:26]=1)[CH2:21][Mg]Br, predict the reaction product.